From a dataset of Reaction yield outcomes from USPTO patents with 853,638 reactions. Predict the reaction yield, written as a fraction of the theoretical maximum amount of product (1.0 means a 100% yield; for example, 0.34 means a 34% yield). The reactants are [OH:1][C:2]1[CH:22]=[CH:21][C:5]([C:6]([NH:8][C:9]2[N:10]=[CH:11][N:12]3[C:16]([C:17]([F:20])([F:19])[F:18])=[CH:15][S:14][C:13]=23)=[O:7])=[CH:4][CH:3]=1.C1(P(C2C=CC=CC=2)C2C=CC=CC=2)C=CC=CC=1.[N:42]1([CH2:48][CH2:49]O)[CH2:47][CH2:46][CH2:45][CH2:44][CH2:43]1.N(C(OC(C)C)=O)=NC(OC(C)C)=O. The catalyst is C1COCC1. The product is [N:42]1([CH2:48][CH2:49][O:1][C:2]2[CH:3]=[CH:4][C:5]([C:6]([NH:8][C:9]3[N:10]=[CH:11][N:12]4[C:16]([C:17]([F:20])([F:19])[F:18])=[CH:15][S:14][C:13]=34)=[O:7])=[CH:21][CH:22]=2)[CH2:47][CH2:46][CH2:45][CH2:44][CH2:43]1. The yield is 0.300.